From a dataset of Full USPTO retrosynthesis dataset with 1.9M reactions from patents (1976-2016). Predict the reactants needed to synthesize the given product. (1) Given the product [F:2][C:3]1[CH:21]=[C:20]([C:22]2[CH:23]=[N:24][N:25]([CH3:27])[CH:26]=2)[CH:19]=[CH:18][C:4]=1[CH2:5][N:6]1[C:14]2[C:9](=[N:10][CH:11]=[CH:12][CH:13]=2)[C:8]([C:15]([NH:36][CH:37]2[CH2:42][CH2:41][CH2:40][CH2:39][CH:38]2[OH:43])=[O:16])=[CH:7]1, predict the reactants needed to synthesize it. The reactants are: Cl.[F:2][C:3]1[CH:21]=[C:20]([C:22]2[CH:23]=[N:24][N:25]([CH3:27])[CH:26]=2)[CH:19]=[CH:18][C:4]=1[CH2:5][N:6]1[C:14]2[C:9](=[N:10][CH:11]=[CH:12][CH:13]=2)[C:8]([C:15](Cl)=[O:16])=[CH:7]1.C(N(CC)CC)C.Cl.[NH2:36][C@H:37]1[CH2:42][CH2:41][CH2:40][CH2:39][C@H:38]1[OH:43]. (2) The reactants are: [Mg].Br[C:3]1[CH:8]=[CH:7][C:6]([C:9]([F:12])([F:11])[F:10])=[CH:5][CH:4]=1.[Br:13][C:14]1[C:15](/[CH:20]=[N:21]/[S@:22]([C:24]([CH3:27])([CH3:26])[CH3:25])=[O:23])=[N:16][CH:17]=[CH:18][CH:19]=1. Given the product [Br:13][C:14]1[C:15]([CH:20]([NH:21][S@:22]([C:24]([CH3:27])([CH3:26])[CH3:25])=[O:23])[C:3]2[CH:8]=[CH:7][C:6]([C:9]([F:12])([F:11])[F:10])=[CH:5][CH:4]=2)=[N:16][CH:17]=[CH:18][CH:19]=1, predict the reactants needed to synthesize it. (3) Given the product [NH2:18][C:17]1[N:16]([CH2:37][CH2:38][CH2:39][CH3:40])[C:15]([S:14][C:12]2[CH:11]=[CH:10][C:9]3[O:5][CH2:6][O:7][C:8]=3[CH:13]=2)=[N:23][C:22]=1[C:21]([NH2:20])=[O:24], predict the reactants needed to synthesize it. The reactants are: C(N)CN.[O:5]1[C:9]2[CH:10]=[CH:11][C:12]([S:14][C:15]3[N:16]([CH2:37][CH2:38][CH2:39][CH3:40])[C:17]4[N:18]=C[N:20](C5C=CC([N+]([O-])=O)=CC=5[N+]([O-])=O)[C:21](=[O:24])[C:22]=4[N:23]=3)=[CH:13][C:8]=2[O:7][CH2:6]1. (4) Given the product [C:1]([O:5][C:6](=[O:7])[NH:8][C@H:9]([CH2:29][C:30]1[CH:35]=[C:34]([F:36])[C:33]([F:37])=[CH:32][C:31]=1[F:38])[CH2:10][C:11]([N:13]1[CH2:18][CH2:17][N:16]2[C:19]([C:25]([F:28])([F:26])[F:27])=[N:20][C:21]([C:22]([N:40]3[CH2:45][CH2:44][S:43](=[O:47])(=[O:46])[CH2:42][CH2:41]3)=[O:23])=[C:15]2[CH2:14]1)=[O:12])([CH3:2])([CH3:4])[CH3:3], predict the reactants needed to synthesize it. The reactants are: [C:1]([O:5][C:6]([NH:8][C@H:9]([CH2:29][C:30]1[CH:35]=[C:34]([F:36])[C:33]([F:37])=[CH:32][C:31]=1[F:38])[CH2:10][C:11]([N:13]1[CH2:18][CH2:17][N:16]2[C:19]([C:25]([F:28])([F:27])[F:26])=[N:20][C:21]([C:22](O)=[O:23])=[C:15]2[CH2:14]1)=[O:12])=[O:7])([CH3:4])([CH3:3])[CH3:2].Cl.[NH:40]1[CH2:45][CH2:44][S:43](=[O:47])(=[O:46])[CH2:42][CH2:41]1.O=C1N([ClH]P([ClH]N2CCOC2=O)=O)CCO1.C(N(CC)CC)C.